Dataset: NCI-60 drug combinations with 297,098 pairs across 59 cell lines. Task: Regression. Given two drug SMILES strings and cell line genomic features, predict the synergy score measuring deviation from expected non-interaction effect. (1) Drug 1: CC1=C2C(C(=O)C3(C(CC4C(C3C(C(C2(C)C)(CC1OC(=O)C(C(C5=CC=CC=C5)NC(=O)C6=CC=CC=C6)O)O)OC(=O)C7=CC=CC=C7)(CO4)OC(=O)C)O)C)OC(=O)C. Drug 2: CCC1=C2CN3C(=CC4=C(C3=O)COC(=O)C4(CC)O)C2=NC5=C1C=C(C=C5)O. Cell line: OVCAR3. Synergy scores: CSS=14.9, Synergy_ZIP=-4.47, Synergy_Bliss=-6.35, Synergy_Loewe=-2.12, Synergy_HSA=-0.855. (2) Drug 1: C1=CC(=CC=C1CC(C(=O)O)N)N(CCCl)CCCl.Cl. Drug 2: CC1CCC2CC(C(=CC=CC=CC(CC(C(=O)C(C(C(=CC(C(=O)CC(OC(=O)C3CCCCN3C(=O)C(=O)C1(O2)O)C(C)CC4CCC(C(C4)OC)OCCO)C)C)O)OC)C)C)C)OC. Cell line: NCI-H322M. Synergy scores: CSS=9.64, Synergy_ZIP=3.12, Synergy_Bliss=5.82, Synergy_Loewe=-9.24, Synergy_HSA=2.27. (3) Drug 1: CC1CCC2CC(C(=CC=CC=CC(CC(C(=O)C(C(C(=CC(C(=O)CC(OC(=O)C3CCCCN3C(=O)C(=O)C1(O2)O)C(C)CC4CCC(C(C4)OC)O)C)C)O)OC)C)C)C)OC. Drug 2: CC1C(C(CC(O1)OC2CC(CC3=C2C(=C4C(=C3O)C(=O)C5=C(C4=O)C(=CC=C5)OC)O)(C(=O)CO)O)N)O.Cl. Cell line: HL-60(TB). Synergy scores: CSS=50.9, Synergy_ZIP=3.72, Synergy_Bliss=2.12, Synergy_Loewe=4.70, Synergy_HSA=4.95.